The task is: Predict the reactants needed to synthesize the given product.. This data is from Full USPTO retrosynthesis dataset with 1.9M reactions from patents (1976-2016). (1) Given the product [Br:1][C:2]1[N:6]([CH3:7])[N:5]=[CH:4][C:3]=1[C:8]([OH:10])=[O:9], predict the reactants needed to synthesize it. The reactants are: [Br:1][C:2]1[N:6]([CH3:7])[N:5]=[CH:4][C:3]=1[C:8]([O:10]CC)=[O:9].O.[OH-].[Li+]. (2) Given the product [F:35][C:23]1([F:22])[O:27][C:26]2[CH:28]=[CH:29][C:30]([C:32]([NH:1][CH2:2][CH:3]3[CH2:8][CH2:7][N:6]([CH2:9][CH2:10][NH:11][C:12](=[O:18])[O:13][C:14]([CH3:15])([CH3:17])[CH3:16])[CH2:5][CH2:4]3)=[O:33])=[CH:31][C:25]=2[O:24]1, predict the reactants needed to synthesize it. The reactants are: [NH2:1][CH2:2][CH:3]1[CH2:8][CH2:7][N:6]([CH2:9][CH2:10][NH:11][C:12](=[O:18])[O:13][C:14]([CH3:17])([CH3:16])[CH3:15])[CH2:5][CH2:4]1.C(Cl)Cl.[F:22][C:23]1([F:35])[O:27][C:26]2[CH:28]=[CH:29][C:30]([C:32](Cl)=[O:33])=[CH:31][C:25]=2[O:24]1.C([O-])(O)=O.[Na+].